Task: Predict the reaction yield, written as a fraction of the theoretical maximum amount of product (1.0 means a 100% yield; for example, 0.34 means a 34% yield).. Dataset: Reaction yield outcomes from USPTO patents with 853,638 reactions (1) The reactants are C([O:4][CH2:5][C:6]1[C:11]([N:12]2[CH2:24][CH2:23][N:15]3[C:16]4[CH2:17][CH2:18][CH2:19][CH2:20][C:21]=4[CH:22]=[C:14]3[C:13]2=[O:25])=[CH:10][C:9]([F:26])=[CH:8][C:7]=1[C:27]1[CH:32]=[C:31]([NH:33][C:34]2[CH:39]=[CH:38][C:37]([N:40]3[CH2:45][CH2:44][N:43]([CH:46]4[CH2:49][O:48][CH2:47]4)[CH2:42][C:41]3([CH3:51])[CH3:50])=[CH:36][N:35]=2)[C:30](=[O:52])[N:29]([CH3:53])[CH:28]=1)(=O)C.[OH-].[Li+].C(O)(C)C.C1COCC1. The catalyst is O. The product is [CH3:50][C:41]1([CH3:51])[CH2:42][N:43]([CH:46]2[CH2:49][O:48][CH2:47]2)[CH2:44][CH2:45][N:40]1[C:37]1[CH:38]=[CH:39][C:34]([NH:33][C:31]2[C:30](=[O:52])[N:29]([CH3:53])[CH:28]=[C:27]([C:7]3[C:6]([CH2:5][OH:4])=[C:11]([N:12]4[CH2:24][CH2:23][N:15]5[C:16]6[CH2:17][CH2:18][CH2:19][CH2:20][C:21]=6[CH:22]=[C:14]5[C:13]4=[O:25])[CH:10]=[C:9]([F:26])[CH:8]=3)[CH:32]=2)=[N:35][CH:36]=1. The yield is 0.570. (2) The reactants are [Cl-].[CH3:2][O:3][C:4]1[CH:11]=[CH:10][CH:9]=[CH:8][C:5]=1[CH2:6][Zn+].C(Cl)Cl.[O:15]1[C:19]2[CH:20]=[CH:21][C:22]([C:24]3([C:27]([NH:29][C:30]4[CH:31]=[N:32][C:33](Br)=[CH:34][CH:35]=4)=[O:28])[CH2:26][CH2:25]3)=[CH:23][C:18]=2[O:17][CH2:16]1.C(N(CC([O-])=O)CC(O)=O)CN(CC([O-])=O)CC(O)=O.[Na+].[Na+].[NH4+].[Cl-]. The catalyst is C1COCC1. The product is [O:15]1[C:19]2[CH:20]=[CH:21][C:22]([C:24]3([C:27]([NH:29][C:30]4[CH:31]=[N:32][C:33]([CH2:6][C:5]5[CH:8]=[CH:9][CH:10]=[CH:11][C:4]=5[O:3][CH3:2])=[CH:34][CH:35]=4)=[O:28])[CH2:26][CH2:25]3)=[CH:23][C:18]=2[O:17][CH2:16]1. The yield is 0.680. (3) The product is [NH:20]1[CH2:19][CH2:18][CH:17]([CH2:16][NH:15][C:13]([C:12]2[CH:30]=[CH:31][C:9]([NH:8][C:7]3[O:6][C:5]([C:32]4[C:37]([F:38])=[CH:36][CH:35]=[CH:34][C:33]=4[F:39])=[N:4][C:3]=3[C:1]([NH2:2])=[O:41])=[CH:10][CH:11]=2)=[O:14])[CH2:22][CH2:21]1. The reactants are [C:1]([C:3]1[N:4]=[C:5]([C:32]2[C:37]([F:38])=[CH:36][CH:35]=[CH:34][C:33]=2[F:39])[O:6][C:7]=1[NH:8][C:9]1[CH:31]=[CH:30][C:12]([C:13]([NH:15][CH2:16][CH:17]2[CH2:22][CH2:21][N:20](C(OC(C)(C)C)=O)[CH2:19][CH2:18]2)=[O:14])=[CH:11][CH:10]=1)#[N:2].C(=O)(O)[O-:41].[Na+].[OH-].[Na+]. The catalyst is S(=O)(=O)(O)O. The yield is 0.140. (4) The reactants are [CH3:1][NH:2][C:3]([C:5]1[N:9]([CH3:10])[C:8]2[S:11][CH:12]=[CH:13][C:7]=2[CH:6]=1)=O.[H-].[H-].[H-].[H-].[Li+].[Al+3]. The catalyst is C1COCC1. The product is [CH3:10][N:9]1[C:5]([CH2:3][NH:2][CH3:1])=[CH:6][C:7]2[CH:13]=[CH:12][S:11][C:8]1=2. The yield is 1.00.